Dataset: Forward reaction prediction with 1.9M reactions from USPTO patents (1976-2016). Task: Predict the product of the given reaction. (1) Given the reactants Cl[C:2]1[CH:7]=[C:6]([C:8]2[CH:13]=[CH:12][CH:11]=[C:10]([O:14][C:15]3[CH:20]=[CH:19][C:18]([F:21])=[CH:17][CH:16]=3)[CH:9]=2)[N:5]=[C:4]([C:22]([NH2:24])=[O:23])[CH:3]=1.[CH:25](B1OC(C)(C)C(C)(C)O1)=[CH2:26].CCCC[N+](CCCC)(CCCC)CCCC.[F-].C1COCC1, predict the reaction product. The product is: [F:21][C:18]1[CH:19]=[CH:20][C:15]([O:14][C:10]2[CH:9]=[C:8]([C:6]3[N:5]=[C:4]([C:22]([NH2:24])=[O:23])[CH:3]=[C:2]([CH:25]=[CH2:26])[CH:7]=3)[CH:13]=[CH:12][CH:11]=2)=[CH:16][CH:17]=1. (2) Given the reactants Cl[C:2]1[C:11]2[C:6](=[CH:7][C:8]([CH2:12][OH:13])=[CH:9][CH:10]=2)[N:5]=[C:4]([CH3:14])[CH:3]=1.[CH2:15]([NH2:19])[CH2:16][CH2:17][CH3:18], predict the reaction product. The product is: [CH2:15]([NH:19][C:12]([C:8]1[CH:7]=[C:6]2[C:11]([C:2]([N:19]3[CH2:18][CH2:17][CH2:16][CH2:15]3)=[CH:3][C:4]([CH3:14])=[N:5]2)=[CH:10][CH:9]=1)=[O:13])[CH2:16][CH2:17][CH3:18]. (3) Given the reactants [CH2:1]([C:5]1[C:13]2[C:12](=[O:14])[N:11](COCC[Si](C)(C)C)[N:10]=[CH:9][C:8]=2[NH:7][C:6]=1[C:23]1[CH:28]=[CH:27][C:26]([O:29][CH:30]([F:32])[F:31])=[C:25]([O:33][CH:34]2[CH2:36][CH2:35]2)[CH:24]=1)[CH2:2][CH2:3][CH3:4], predict the reaction product. The product is: [CH2:1]([C:5]1[C:13]2[C:12](=[O:14])[NH:11][N:10]=[CH:9][C:8]=2[NH:7][C:6]=1[C:23]1[CH:28]=[CH:27][C:26]([O:29][CH:30]([F:31])[F:32])=[C:25]([O:33][CH:34]2[CH2:35][CH2:36]2)[CH:24]=1)[CH2:2][CH2:3][CH3:4]. (4) Given the reactants [Br:1][C:2]1[CH:6]=[N:5][N:4]([CH3:7])[C:3]=1[C:8]1[CH:9]=[C:10]([NH2:23])[CH:11]=[CH:12][C:13]=1[O:14][CH2:15][CH2:16][N:17]1[CH2:22][CH2:21][CH2:20][CH2:19][CH2:18]1.Cl[C:25]1[O:26][C:27]2[CH:33]=[CH:32][CH:31]=[CH:30][C:28]=2[N:29]=1.CCN(C(C)C)C(C)C, predict the reaction product. The product is: [O:26]1[C:27]2[CH:33]=[CH:32][CH:31]=[CH:30][C:28]=2[N:29]=[C:25]1[NH:23][C:10]1[CH:11]=[CH:12][C:13]([O:14][CH2:15][CH2:16][N:17]2[CH2:18][CH2:19][CH2:20][CH2:21][CH2:22]2)=[C:8]([C:3]2[N:4]([CH3:7])[N:5]=[CH:6][C:2]=2[Br:1])[CH:9]=1. (5) Given the reactants C([N:8]1[CH2:12][C@H:11]([CH2:13][C:14]2[CH:19]=[CH:18][CH:17]=[CH:16][CH:15]=2)[C@@H:10]([CH2:20][N:21]([C:28]2[CH:33]=[CH:32][CH:31]=[CH:30][CH:29]=2)[C:22]2[CH:27]=[CH:26][CH:25]=[CH:24][CH:23]=2)[CH2:9]1)C1C=CC=CC=1, predict the reaction product. The product is: [CH2:13]([C@H:11]1[CH2:12][NH:8][CH2:9][C@@H:10]1[CH2:20][N:21]([C:28]1[CH:33]=[CH:32][CH:31]=[CH:30][CH:29]=1)[C:22]1[CH:23]=[CH:24][CH:25]=[CH:26][CH:27]=1)[C:14]1[CH:15]=[CH:16][CH:17]=[CH:18][CH:19]=1. (6) Given the reactants [OH:1][C:2]1[CH:7]=[CH:6][C:5]([C:8]2[O:9][C:10]3[C:16]([O:17][CH3:18])=[CH:15][C:14]([OH:19])=[CH:13][C:11]=3[CH:12]=2)=[CH:4][CH:3]=1.O=P(Cl)(Cl)Cl.[OH-].[Na+].Cl.[C:28]([O-])(O)=[O:29].[Na+], predict the reaction product. The product is: [OH:19][C:14]1[C:13]([CH:28]=[O:29])=[C:11]2[CH:12]=[C:8]([C:5]3[CH:4]=[CH:3][C:2]([OH:1])=[CH:7][CH:6]=3)[O:9][C:10]2=[C:16]([O:17][CH3:18])[CH:15]=1. (7) The product is: [CH:2]1([NH:1][C:18]2[NH:17][CH2:16][C:15]3[C:20](=[CH:21][CH:22]=[C:13]([O:12][CH3:11])[CH:14]=3)[N:19]=2)[C:10]2[C:5](=[CH:6][CH:7]=[CH:8][CH:9]=2)[CH2:4][CH2:3]1. Given the reactants [NH2:1][CH:2]1[C:10]2[C:5](=[CH:6][CH:7]=[CH:8][CH:9]=2)[CH2:4][CH2:3]1.[CH3:11][O:12][C:13]1[CH:14]=[C:15]2[C:20](=[CH:21][CH:22]=1)[NH:19][C:18](=S)[NH:17][CH2:16]2, predict the reaction product. (8) Given the reactants [N+:1]([C:4]1[CH:9]=[CH:8][CH:7]=[CH:6][C:5]=1[C:10](=[O:42])[CH2:11][N:12]1[C:21](=[O:22])[C:20]2[N:19]([CH2:23][C:24]#[C:25][CH3:26])[C:18]([N:27]3[CH2:32][CH2:31][CH2:30][C@@H:29]([NH:33][C:34]([O:36][C:37]([CH3:40])([CH3:39])[CH3:38])=[O:35])[CH2:28]3)=[N:17][C:16]=2[N:15]([CH3:41])[C:13]1=[O:14])([O-])=O.S(S([O-])=O)([O-])=O.[Na+].[Na+].C1CCCCC1.C(OCC)(=O)C, predict the reaction product. The product is: [NH2:1][C:4]1[CH:9]=[CH:8][CH:7]=[CH:6][C:5]=1[C:10](=[O:42])[CH2:11][N:12]1[C:21](=[O:22])[C:20]2[N:19]([CH2:23][C:24]#[C:25][CH3:26])[C:18]([N:27]3[CH2:32][CH2:31][CH2:30][C@@H:29]([NH:33][C:34]([O:36][C:37]([CH3:39])([CH3:38])[CH3:40])=[O:35])[CH2:28]3)=[N:17][C:16]=2[N:15]([CH3:41])[C:13]1=[O:14].